Regression. Given a peptide amino acid sequence and an MHC pseudo amino acid sequence, predict their binding affinity value. This is MHC class I binding data. From a dataset of Peptide-MHC class I binding affinity with 185,985 pairs from IEDB/IMGT. The peptide sequence is NSFFGPIGKL. The MHC is H-2-Kb with pseudo-sequence H-2-Kb. The binding affinity (normalized) is 0.533.